Task: Predict which catalyst facilitates the given reaction.. Dataset: Catalyst prediction with 721,799 reactions and 888 catalyst types from USPTO (1) Reactant: C(=O)([O-])[O-].[K+].[K+].[C:7]1([S:13]([N:16]2[C:20]3=[N:21][CH:22]=[C:23]([OH:25])[CH:24]=[C:19]3[CH:18]=[C:17]2[C:26]([C:33]2[CH:38]=[CH:37][C:36]([S:39]([CH3:42])(=[O:41])=[O:40])=[CH:35][CH:34]=2)=[CH:27][CH:28]2[CH2:32][CH2:31][CH2:30][CH2:29]2)(=[O:15])=[O:14])[CH:12]=[CH:11][CH:10]=[CH:9][CH:8]=1.Br[CH2:44][CH2:45][O:46][Si:47]([C:60]([CH3:63])([CH3:62])[CH3:61])([C:54]1[CH:59]=[CH:58][CH:57]=[CH:56][CH:55]=1)[C:48]1[CH:53]=[CH:52][CH:51]=[CH:50][CH:49]=1. Product: [C:7]1([S:13]([N:16]2[C:20]3=[N:21][CH:22]=[C:23]([O:25][CH2:44][CH2:45][O:46][Si:47]([C:60]([CH3:61])([CH3:63])[CH3:62])([C:54]4[CH:59]=[CH:58][CH:57]=[CH:56][CH:55]=4)[C:48]4[CH:53]=[CH:52][CH:51]=[CH:50][CH:49]=4)[CH:24]=[C:19]3[CH:18]=[C:17]2[C:26]([C:33]2[CH:34]=[CH:35][C:36]([S:39]([CH3:42])(=[O:40])=[O:41])=[CH:37][CH:38]=2)=[CH:27][CH:28]2[CH2:32][CH2:31][CH2:30][CH2:29]2)(=[O:14])=[O:15])[CH:12]=[CH:11][CH:10]=[CH:9][CH:8]=1. The catalyst class is: 42. (2) Reactant: [ClH:1].[N:2]12[CH2:9][CH2:8][CH:5]([CH2:6][CH2:7]1)[CH:4]([CH2:10][C:11]([O:13]C1C(F)=C(F)C(F)=C(F)C=1F)=O)[CH2:3]2.N[C:26]1[CH:27]=[C:28]2[C:33](=[CH:34][CH:35]=1)[N:32]=[CH:31][CH:30]=[CH:29]2.C(=O)([O-])[O-].Cl.C[N:42](C=O)C. Product: [ClH:1].[N:2]12[CH2:7][CH2:6][CH:5]([CH2:8][CH2:9]1)[CH:4]([CH2:10][C:11]([NH:42][C:35]1[CH:34]=[C:33]3[C:28]([CH:29]=[CH:30][CH:31]=[N:32]3)=[CH:27][CH:26]=1)=[O:13])[CH2:3]2. The catalyst class is: 10. (3) Reactant: [OH-].[Na+].[Cl:3][C:4]1[CH:5]=[CH:6][C:7]2[N:13]([CH2:14][C:15]([CH3:19])([CH3:18])[CH2:16][OH:17])[C:12](=[O:20])[C@@H:11]([CH2:21][C:22]([C:24]3[CH:29]=[CH:28][C:27](/[CH:30]=[CH:31]/[C:32]([O:34]CC)=[O:33])=[CH:26][CH:25]=3)=[O:23])[O:10][C@H:9]([C:37]3[CH:42]=[CH:41][CH:40]=[C:39]([O:43][CH3:44])[C:38]=3[O:45][CH3:46])[C:8]=2[CH:47]=1. The catalyst class is: 219. Product: [Cl:3][C:4]1[CH:5]=[CH:6][C:7]2[N:13]([CH2:14][C:15]([CH3:18])([CH3:19])[CH2:16][OH:17])[C:12](=[O:20])[C@@H:11]([CH2:21][C:22]([C:24]3[CH:29]=[CH:28][C:27](/[CH:30]=[CH:31]/[C:32]([OH:34])=[O:33])=[CH:26][CH:25]=3)=[O:23])[O:10][C@H:9]([C:37]3[CH:42]=[CH:41][CH:40]=[C:39]([O:43][CH3:44])[C:38]=3[O:45][CH3:46])[C:8]=2[CH:47]=1. (4) Reactant: O.NN.O=C1C2C(=CC=CC=2)C(=O)[N:6]1[CH2:15][C:16]([NH:18][C:19]1[CH:20]=[N:21][N:22]([CH3:44])[C:23]=1[NH:24][C:25]([C:38]1[CH:43]=[CH:42][CH:41]=[CH:40][CH:39]=1)([C:32]1[CH:37]=[CH:36][CH:35]=[CH:34][CH:33]=1)[C:26]1[CH:31]=[CH:30][CH:29]=[CH:28][CH:27]=1)=[O:17]. Product: [NH2:6][CH2:15][C:16]([NH:18][C:19]1[CH:20]=[N:21][N:22]([CH3:44])[C:23]=1[NH:24][C:25]([C:32]1[CH:37]=[CH:36][CH:35]=[CH:34][CH:33]=1)([C:26]1[CH:27]=[CH:28][CH:29]=[CH:30][CH:31]=1)[C:38]1[CH:43]=[CH:42][CH:41]=[CH:40][CH:39]=1)=[O:17]. The catalyst class is: 199. (5) Reactant: [CH3:1][NH2:2].[CH2:3]([O:5][C:6](=[O:26])[N:7]([C:15]1[CH:20]=[C:19](Br)[N:18]=[C:17]([NH2:22])[C:16]=1[N+:23]([O-:25])=[O:24])[CH2:8][C:9]1[CH:14]=[CH:13][CH:12]=[CH:11][CH:10]=1)[CH3:4]. Product: [CH2:3]([O:5][C:6](=[O:26])[N:7]([C:15]1[CH:20]=[C:19]([NH:2][CH3:1])[N:18]=[C:17]([NH2:22])[C:16]=1[N+:23]([O-:25])=[O:24])[CH2:8][C:9]1[CH:14]=[CH:13][CH:12]=[CH:11][CH:10]=1)[CH3:4]. The catalyst class is: 1. (6) Reactant: C[C:2]([CH3:5])([O-:4])[CH3:3].[K+].[C:7]([C:10]1[CH:11]=[N:12][CH:13]=[CH:14][CH:15]=1)(=[O:9])C.C(O[C:20]1[C:21]([CH3:28])=[N:22][N:23](CC)[C:24]=1[CH3:25])(=O)C.C(O)(=O)C. Product: [CH3:28][C:21]1[CH:20]=[C:24]([CH3:25])[N:23]([CH2:3][C:2](=[O:4])[CH2:5][C:7]([C:10]2[CH:11]=[N:12][CH:13]=[CH:14][CH:15]=2)=[O:9])[N:22]=1. The catalyst class is: 165. (7) Reactant: O1CC[O:3][CH:2]1[C:6]1[S:10][C:9]([C:11]2[CH:12]=[C:13]3[C:17](=[CH:18][CH:19]=2)[C:16](=[O:20])[NH:15][CH2:14]3)=[CH:8][CH:7]=1.[C:21](OC(=O)C)(=[O:23])[CH3:22]. Product: [C:21]([N:15]1[CH2:14][C:13]2[C:17](=[CH:18][CH:19]=[C:11]([C:9]3[S:10][C:6]([CH:2]=[O:3])=[CH:7][CH:8]=3)[CH:12]=2)[C:16]1=[O:20])(=[O:23])[CH3:22]. The catalyst class is: 2.